From a dataset of Forward reaction prediction with 1.9M reactions from USPTO patents (1976-2016). Predict the product of the given reaction. (1) Given the reactants [Br:1][CH2:2][CH2:3][CH2:4][CH2:5][CH2:6][C:7]1[CH:12]=[CH:11][C:10]([C:13]2[CH:18]=[CH:17][CH:16]=[CH:15][CH:14]=2)=[CH:9][CH:8]=1.[N:19]1[CH:24]=[CH:23][CH:22]=[C:21]([CH3:25])[CH:20]=1, predict the reaction product. The product is: [Br-:1].[C:10]1([C:13]2[CH:18]=[CH:17][CH:16]=[CH:15][CH:14]=2)[CH:11]=[CH:12][C:7]([CH2:6][CH2:5][CH2:4][CH2:3][CH2:2][N+:19]2[CH:24]=[CH:23][CH:22]=[C:21]([CH3:25])[CH:20]=2)=[CH:8][CH:9]=1. (2) The product is: [N:5]([CH2:8][CH:9]([O:20][CH3:3])[CH2:10][N:11]1[CH:15]=[C:14]([N+:16]([O-:18])=[O:17])[N:13]=[C:12]1[Cl:19])=[N+:6]=[N-:7]. Given the reactants [H-].[Na+].[CH3:3]I.[N:5]([CH2:8][CH:9]([OH:20])[CH2:10][N:11]1[CH:15]=[C:14]([N+:16]([O-:18])=[O:17])[N:13]=[C:12]1[Cl:19])=[N+:6]=[N-:7], predict the reaction product. (3) Given the reactants [NH2:1][C:2]([NH2:4])=[S:3].[C:5](Cl)(=[O:9])[CH:6]([CH3:8])[CH3:7], predict the reaction product. The product is: [C:5]([NH:1][C:2]([NH2:4])=[S:3])(=[O:9])[CH:6]([CH3:8])[CH3:7]. (4) Given the reactants [Cl:1][C:2]1[N:3]([CH2:10][C@:11]([OH:15])([CH3:14])[CH2:12][OH:13])[CH:4]=[C:5]([N+:7]([O-:9])=[O:8])[N:6]=1.C(N(CC)CC)C.[F:23][C:24]([F:42])([F:41])[C:25]1[CH:40]=[CH:39][C:28]([O:29][CH:30]2[CH2:35][CH2:34][N:33]([C:36](Cl)=[O:37])[CH2:32][CH2:31]2)=[CH:27][CH:26]=1, predict the reaction product. The product is: [F:41][C:24]([F:23])([F:42])[C:25]1[CH:40]=[CH:39][C:28]([O:29][CH:30]2[CH2:31][CH2:32][N:33]([C:36]([O:13][CH2:12][C@@:11]([OH:15])([CH3:14])[CH2:10][N:3]3[CH:4]=[C:5]([N+:7]([O-:9])=[O:8])[N:6]=[C:2]3[Cl:1])=[O:37])[CH2:34][CH2:35]2)=[CH:27][CH:26]=1.